From a dataset of Reaction yield outcomes from USPTO patents with 853,638 reactions. Predict the reaction yield, written as a fraction of the theoretical maximum amount of product (1.0 means a 100% yield; for example, 0.34 means a 34% yield). (1) The reactants are Br.Br[CH2:3][C:4]([C:6]1[CH:11]=[CH:10][CH:9]=[CH:8][N:7]=1)=O.[OH:12][C:13]1[CH:18]=[CH:17][C:16]([NH:19][C:20]([NH2:22])=[S:21])=[CH:15][CH:14]=1.N. The catalyst is CCO.O. The product is [N:7]1[CH:8]=[CH:9][CH:10]=[CH:11][C:6]=1[C:4]1[N:22]=[C:20]([NH:19][C:16]2[CH:17]=[CH:18][C:13]([OH:12])=[CH:14][CH:15]=2)[S:21][CH:3]=1. The yield is 0.900. (2) The reactants are C(N)C1C=CC=CC=1.[N:9]1[CH:14]=[CH:13][C:12]([CH2:15][NH2:16])=[CH:11][CH:10]=1.[F:17][C:18]1[CH:40]=[CH:39][C:21]([CH2:22][N:23]2[CH2:27][CH2:26][N:25]([C:28]3[CH:29]=[C:30]([CH:35]=[CH:36][N:37]=3)[C:31](OC)=[O:32])[C:24]2=[O:38])=[CH:20][CH:19]=1. No catalyst specified. The product is [F:17][C:18]1[CH:19]=[CH:20][C:21]([CH2:22][N:23]2[CH2:27][CH2:26][N:25]([C:28]3[CH:29]=[C:30]([CH:35]=[CH:36][N:37]=3)[C:31]([NH:16][CH2:15][C:12]3[CH:13]=[CH:14][N:9]=[CH:10][CH:11]=3)=[O:32])[C:24]2=[O:38])=[CH:39][CH:40]=1. The yield is 0.420. (3) The reactants are [F:1][C:2]1[CH:7]=[C:6]([S:8]([CH3:11])(=[O:10])=[O:9])[C:5]([F:12])=[CH:4][C:3]=1[NH:13][C@H:14]1[CH2:20][CH2:19][CH2:18][CH2:17][N:16]([CH:21]2[CH2:26][CH2:25][NH:24][CH2:23][CH2:22]2)[C:15]1=[O:27].C(=O)([O-])[O-].[K+].[K+].[N:34]#[C:35]Br.[OH-].[Na+]. The catalyst is C(#N)C. The product is [F:1][C:2]1[CH:7]=[C:6]([S:8]([CH3:11])(=[O:10])=[O:9])[C:5]([F:12])=[CH:4][C:3]=1[NH:13][C@H:14]1[CH2:20][CH2:19][CH2:18][CH2:17][N:16]([CH:21]2[CH2:26][CH2:25][N:24]([C:35]#[N:34])[CH2:23][CH2:22]2)[C:15]1=[O:27]. The yield is 1.00.